From a dataset of TCR-epitope binding with 47,182 pairs between 192 epitopes and 23,139 TCRs. Binary Classification. Given a T-cell receptor sequence (or CDR3 region) and an epitope sequence, predict whether binding occurs between them. The epitope is FLKEKGGL. The TCR CDR3 sequence is CATLREGPTTGELFF. Result: 1 (the TCR binds to the epitope).